Dataset: Forward reaction prediction with 1.9M reactions from USPTO patents (1976-2016). Task: Predict the product of the given reaction. Given the reactants [Cl:1][C:2]1[C:7]([N+:8]([O-])=O)=[CH:6][C:5]([NH:11][S:12]([CH3:15])(=[O:14])=[O:13])=[C:4]([CH3:16])[CH:3]=1.[Cl-].[NH4+], predict the reaction product. The product is: [NH2:8][C:7]1[C:2]([Cl:1])=[CH:3][C:4]([CH3:16])=[C:5]([NH:11][S:12]([CH3:15])(=[O:14])=[O:13])[CH:6]=1.